Dataset: Catalyst prediction with 721,799 reactions and 888 catalyst types from USPTO. Task: Predict which catalyst facilitates the given reaction. (1) Reactant: [N:1]1[N:2]([C:6]2[CH:13]=[CH:12][C:9]([CH:10]=[O:11])=[CH:8][CH:7]=2)[N:3]=[CH:4][CH:5]=1.[BH4-].[Na+]. Product: [N:1]1[N:2]([C:6]2[CH:7]=[CH:8][C:9]([CH2:10][OH:11])=[CH:12][CH:13]=2)[N:3]=[CH:4][CH:5]=1. The catalyst class is: 36. (2) Reactant: [CH3:1][O:2][C:3]([CH:5]1[CH2:9][CH2:8][CH2:7][CH:6]1[C:10]([O:12]C)=[O:11])=[O:4].[OH-].[K+].Cl. Product: [CH3:1][O:2][C:3]([CH:5]1[CH2:9][CH2:8][CH2:7][CH:6]1[C:10]([OH:12])=[O:11])=[O:4]. The catalyst class is: 24. (3) Reactant: [Br:1][C:2]1[CH:7]=[CH:6][C:5]([CH2:8][C:9]([OH:11])=O)=[C:4]([F:12])[CH:3]=1.[F:13][C:14]1[CH:20]=[CH:19][C:18]([F:21])=[CH:17][C:15]=1[NH2:16].CCN(CC)CC.CN(C(ON1N=NC2C=CC=NC1=2)=[N+](C)C)C.F[P-](F)(F)(F)(F)F. Product: [Br:1][C:2]1[CH:7]=[CH:6][C:5]([CH2:8][C:9]([NH:16][C:15]2[CH:17]=[C:18]([F:21])[CH:19]=[CH:20][C:14]=2[F:13])=[O:11])=[C:4]([F:12])[CH:3]=1. The catalyst class is: 2. (4) Reactant: [C:1]1([C:7]2[CH:8]=[C:9]3[C:14](=[CH:15][CH:16]=2)[CH2:13][CH:12]([C:17]([C:19]2[O:20][C:21]([C:24]([NH2:26])=O)=[CH:22][N:23]=2)=[O:18])[CH2:11][CH2:10]3)[CH:6]=[CH:5][CH:4]=[CH:3][CH:2]=1.N1C=CC=CC=1.FC(F)(F)C(OC(=O)C(F)(F)F)=O. Product: [C:1]1([C:7]2[CH:8]=[C:9]3[C:14](=[CH:15][CH:16]=2)[CH2:13][CH:12]([C:17]([C:19]2[O:20][C:21]([C:24]#[N:26])=[CH:22][N:23]=2)=[O:18])[CH2:11][CH2:10]3)[CH:2]=[CH:3][CH:4]=[CH:5][CH:6]=1. The catalyst class is: 258.